Dataset: Forward reaction prediction with 1.9M reactions from USPTO patents (1976-2016). Task: Predict the product of the given reaction. (1) The product is: [C:22]([C:9]1[CH:10]=[N:11][C:12]2[C:17]([C:8]=1[C:4]1[CH:3]=[C:2]([NH:1][C:31]([NH:30][C:33]3[CH:34]=[C:35]([CH:41]=[CH:42][CH:43]=3)[C:36]([O:38][CH2:39][CH3:40])=[O:37])=[O:32])[CH:7]=[CH:6][CH:5]=1)=[CH:16][CH:15]=[CH:14][C:13]=2[C:18]([F:21])([F:19])[F:20])(=[O:23])[C:24]1[CH:25]=[CH:26][CH:27]=[CH:28][CH:29]=1. Given the reactants [NH2:1][C:2]1[CH:3]=[C:4]([C:8]2[C:17]3[C:12](=[C:13]([C:18]([F:21])([F:20])[F:19])[CH:14]=[CH:15][CH:16]=3)[N:11]=[CH:10][C:9]=2[C:22]([C:24]2[CH:29]=[CH:28][CH:27]=[CH:26][CH:25]=2)=[O:23])[CH:5]=[CH:6][CH:7]=1.[N:30]([C:33]1[CH:34]=[C:35]([CH:41]=[CH:42][CH:43]=1)[C:36]([O:38][CH2:39][CH3:40])=[O:37])=[C:31]=[O:32], predict the reaction product. (2) Given the reactants Br[C:2]1[CH:7]=[CH:6][N:5]([CH:8]([CH2:25][C:26]2[CH:31]=[CH:30][CH:29]=[CH:28][CH:27]=2)[C:9]([NH:11][C:12]2[CH:24]=[CH:23][C:15]([C:16]([O:18][C:19]([CH3:22])([CH3:21])[CH3:20])=[O:17])=[CH:14][CH:13]=2)=[O:10])[C:4](=[O:32])[CH:3]=1.[C:33]([C:35]1[CH:40]=[CH:39][C:38](B(O)O)=[CH:37][CH:36]=1)#[N:34].ClC1C=CC([N+]([O-])=O)=C(B(O)O)C=1, predict the reaction product. The product is: [C:33]([C:35]1[CH:40]=[CH:39][C:38]([C:2]2[CH:7]=[CH:6][N:5]([CH:8]([CH2:25][C:26]3[CH:31]=[CH:30][CH:29]=[CH:28][CH:27]=3)[C:9]([NH:11][C:12]3[CH:24]=[CH:23][C:15]([C:16]([O:18][C:19]([CH3:20])([CH3:21])[CH3:22])=[O:17])=[CH:14][CH:13]=3)=[O:10])[C:4](=[O:32])[CH:3]=2)=[CH:37][CH:36]=1)#[N:34].